From a dataset of Full USPTO retrosynthesis dataset with 1.9M reactions from patents (1976-2016). Predict the reactants needed to synthesize the given product. (1) Given the product [C:20]([N:19]=[C:18]([N:1]1[C@H:10]2[C@H:5]([CH2:6][CH2:7][CH2:8][CH2:9]2)[NH:4][CH2:3][CH2:2]1)[NH:22][C:23]1[CH:28]=[CH:27][CH:26]=[CH:25][C:24]=1[CH3:29])#[N:21], predict the reactants needed to synthesize it. The reactants are: [NH:1]1[C@@H:10]2[C@@H:5]([CH2:6][CH2:7][CH2:8][CH2:9]2)[NH:4][CH2:3][CH2:2]1.C1(O[C:18](=[N:22][C:23]2[CH:28]=[CH:27][CH:26]=[CH:25][C:24]=2[CH3:29])[NH:19][C:20]#[N:21])C=CC=CC=1. (2) Given the product [CH2:1]([C:8]1[CH2:14][CH2:13][CH2:12][CH2:11][CH:10]([OH:15])[CH:9]=1)[C:2]1[CH:7]=[CH:6][CH:5]=[CH:4][CH:3]=1, predict the reactants needed to synthesize it. The reactants are: [CH2:1]([C:8]1[CH2:14][CH2:13][CH2:12][CH2:11][C:10](=[O:15])[CH:9]=1)[C:2]1[CH:7]=[CH:6][CH:5]=[CH:4][CH:3]=1.[H-].[Al+3].[Li+].[H-].[H-].[H-].C([O-])([O-])=O.[K+].[K+]. (3) Given the product [Cl:1][C:2]1[N:7]=[C:6]([NH:16][C:11]2[C:10]([NH2:17])=[CH:15][CH:14]=[CH:13][CH:12]=2)[C:5]([F:9])=[CH:4][N:3]=1, predict the reactants needed to synthesize it. The reactants are: [Cl:1][C:2]1[N:7]=[C:6](Cl)[C:5]([F:9])=[CH:4][N:3]=1.[C:10]1([NH2:17])[CH:15]=[CH:14][CH:13]=[CH:12][C:11]=1[NH2:16].CCN(C(C)C)C(C)C. (4) Given the product [F:21][C:16]1[CH:17]=[N:18][CH:19]=[CH:20][C:15]=1[CH2:13][C:10]1[CH:11]=[CH:12][C:7]([OH:6])=[C:8]([O:22][CH3:23])[CH:9]=1, predict the reactants needed to synthesize it. The reactants are: C([Si](C)(C)[O:6][C:7]1[CH:12]=[CH:11][C:10]([CH:13]([C:15]2[CH:20]=[CH:19][N:18]=[CH:17][C:16]=2[F:21])O)=[CH:9][C:8]=1[O:22][CH3:23])(C)(C)C. (5) Given the product [Cl:19][C:16]1[CH:17]=[CH:18][C:13]([CH:11]2[CH2:12][NH:8][CH2:9][CH:10]2[N:21]([CH2:23][C:24]2[CH:29]=[CH:28][C:27]([C:30]([F:33])([F:31])[F:32])=[C:26]([F:34])[CH:25]=2)[CH3:22])=[CH:14][C:15]=1[F:20], predict the reactants needed to synthesize it. The reactants are: C([N:8]1[CH2:12][CH:11]([C:13]2[CH:18]=[CH:17][C:16]([Cl:19])=[C:15]([F:20])[CH:14]=2)[CH:10]([N:21]([CH2:23][C:24]2[CH:29]=[CH:28][C:27]([C:30]([F:33])([F:32])[F:31])=[C:26]([F:34])[CH:25]=2)[CH3:22])[CH2:9]1)C1C=CC=CC=1.ClC(OCC(Cl)(Cl)Cl)=O. (6) Given the product [NH2:1][C:4]1[CH:15]=[CH:14][C:7]2[CH2:8][NH:9][C:10](=[O:13])[NH:11][CH2:12][C:6]=2[CH:5]=1, predict the reactants needed to synthesize it. The reactants are: [N+:1]([C:4]1[CH:15]=[CH:14][C:7]2[CH2:8][NH:9][C:10](=[O:13])[NH:11][CH2:12][C:6]=2[CH:5]=1)([O-])=O.[H][H].